Dataset: Reaction yield outcomes from USPTO patents with 853,638 reactions. Task: Predict the reaction yield, written as a fraction of the theoretical maximum amount of product (1.0 means a 100% yield; for example, 0.34 means a 34% yield). The reactants are C[O:2][C:3]1[CH:4]=[C:5]2[C:9](=[CH:10][CH:11]=1)[CH2:8][NH:7][CH2:6]2.[BrH:12]. No catalyst specified. The product is [BrH:12].[OH:2][C:3]1[CH:4]=[C:5]2[C:9](=[CH:10][CH:11]=1)[CH2:8][NH:7][CH2:6]2. The yield is 0.930.